From a dataset of Reaction yield outcomes from USPTO patents with 853,638 reactions. Predict the reaction yield, written as a fraction of the theoretical maximum amount of product (1.0 means a 100% yield; for example, 0.34 means a 34% yield). (1) The reactants are C(=O)([O-])[O-].[K+].[K+].[N:7]1([C:13]([O:15][C:16]([CH3:19])([CH3:18])[CH3:17])=[O:14])[CH2:12][CH2:11][NH:10][CH2:9][CH2:8]1.[F:20][C:21]1[CH:22]=[C:23]([CH:28]=[CH:29][C:30]=1F)[C:24]([O:26][CH3:27])=[O:25]. No catalyst specified. The product is [F:20][C:21]1[CH:22]=[C:23]([C:24]([O:26][CH3:27])=[O:25])[CH:28]=[CH:29][C:30]=1[N:10]1[CH2:11][CH2:12][N:7]([C:13]([O:15][C:16]([CH3:19])([CH3:18])[CH3:17])=[O:14])[CH2:8][CH2:9]1. The yield is 0.449. (2) The reactants are [C:1]([N:5]1[CH2:10][CH2:9][C:8](=[N:11][NH:12][C:13]([O:15][C:16]([CH3:19])([CH3:18])[CH3:17])=[O:14])[CH2:7][CH2:6]1)([CH3:4])([CH3:3])[CH3:2].CC(C[AlH]CC(C)C)C.CO.O. The catalyst is C1COCC1. The product is [C:1]([N:5]1[CH2:6][CH2:7][CH:8]([NH:11][NH:12][C:13]([O:15][C:16]([CH3:19])([CH3:18])[CH3:17])=[O:14])[CH2:9][CH2:10]1)([CH3:4])([CH3:3])[CH3:2]. The yield is 0.870. (3) The reactants are [CH3:1][O:2][C:3]1[CH:4]=[C:5]([P:12](Cl)(Cl)=[O:13])[CH:6]=[CH:7][C:8]=1[N+:9]([O-:11])=[O:10].[CH:16]([Mg]Br)=[CH2:17].[CH2:20]1COC[CH2:21]1. No catalyst specified. The product is [CH:20]([P:12](=[O:13])([CH:16]=[CH2:17])[C:5]1[CH:6]=[CH:7][C:8]([N+:9]([O-:11])=[O:10])=[C:3]([O:2][CH3:1])[CH:4]=1)=[CH2:21]. The yield is 0.750. (4) The yield is 0.900. The product is [ClH:19].[CH2:1]([C:3]1[C:8](=[O:9])[NH:7][C:6]([CH3:10])=[C:5]([C:11]2[S:15][C:14]([S:16]([N:23]3[CH2:22][CH2:21][N:20]([CH2:26][CH2:27][O:28][CH2:29][CH2:30][OH:31])[CH2:25][CH2:24]3)(=[O:18])=[O:17])=[CH:13][CH:12]=2)[CH:4]=1)[CH3:2]. No catalyst specified. The reactants are [CH2:1]([C:3]1[C:8](=[O:9])[NH:7][C:6]([CH3:10])=[C:5]([C:11]2[S:15][C:14]([S:16]([Cl:19])(=[O:18])=[O:17])=[CH:13][CH:12]=2)[CH:4]=1)[CH3:2].[N:20]1([CH2:26][CH2:27][O:28][CH2:29][CH2:30][OH:31])[CH2:25][CH2:24][NH:23][CH2:22][CH2:21]1.